This data is from Reaction yield outcomes from USPTO patents with 853,638 reactions. The task is: Predict the reaction yield, written as a fraction of the theoretical maximum amount of product (1.0 means a 100% yield; for example, 0.34 means a 34% yield). (1) The reactants are [NH2:1][C@@:2]([C:14]1[CH:19]=[C:18]([C:20]2[CH:21]=[N:22][CH:23]=[N:24][CH:25]=2)[C:17]([F:26])=[CH:16][C:15]=1[F:27])([CH3:13])[CH2:3][C@H:4]([C:6]1[C:7]([CH3:12])=[N:8][O:9][C:10]=1[CH3:11])[OH:5].[C:28]([N:36]=[C:37]=[S:38])(=[O:35])[C:29]1[CH:34]=[CH:33][CH:32]=[CH:31][CH:30]=1. The catalyst is C(Cl)Cl. The product is [F:27][C:15]1[CH:16]=[C:17]([F:26])[C:18]([C:20]2[CH:25]=[N:24][CH:23]=[N:22][CH:21]=2)=[CH:19][C:14]=1[C@@:2]([NH:1][C:37]([NH:36][C:28](=[O:35])[C:29]1[CH:30]=[CH:31][CH:32]=[CH:33][CH:34]=1)=[S:38])([CH2:3][C@H:4]([C:6]1[C:7]([CH3:12])=[N:8][O:9][C:10]=1[CH3:11])[OH:5])[CH3:13]. The yield is 0.696. (2) The reactants are F[P-](F)(F)(F)(F)F.[N:8]1([O:17]C(N(C)C)=[N+](C)C)C2N=CC=CC=2N=N1.C(N(C(C)C)C(C)C)C.[O:34]1[CH2:38][CH2:37][CH2:36][CH2:35]1. The catalyst is C(OCC)(=O)C. The product is [C:35]([O:34][CH2:38][CH3:37])(=[O:17])[CH3:36].[CH2:35]([OH:34])[CH3:36].[NH3:8]. The yield is 0.250. (3) The reactants are [OH-].[Na+].[C:3]([O:7][C:8]([N:10]1[CH2:15][CH2:14][CH:13]([CH2:16][CH2:17][CH2:18][O:19][C:20]2[CH:25]=[CH:24][C:23]([C:26]([O:28]C)=[O:27])=[CH:22][C:21]=2[CH3:30])[CH2:12][CH2:11]1)=[O:9])([CH3:6])([CH3:5])[CH3:4]. The catalyst is O1CCOCC1. The product is [C:3]([O:7][C:8]([N:10]1[CH2:11][CH2:12][CH:13]([CH2:16][CH2:17][CH2:18][O:19][C:20]2[CH:25]=[CH:24][C:23]([C:26]([OH:28])=[O:27])=[CH:22][C:21]=2[CH3:30])[CH2:14][CH2:15]1)=[O:9])([CH3:5])([CH3:6])[CH3:4]. The yield is 0.920. (4) The reactants are [F:1][C:2]1[CH:43]=[CH:42][C:41]([F:44])=[CH:40][C:3]=1[CH2:4][N:5]1[CH:9]=[C:8]([C:10]2[C:18]3[C:13](=[N:14][CH:15]=[C:16]([C:19]4[CH:20]=[C:21]([NH:25][S:26]([CH3:29])(=[O:28])=[O:27])[CH:22]=[CH:23][CH:24]=4)[CH:17]=3)[N:12](S(C3C=CC(C)=CC=3)(=O)=O)[CH:11]=2)[CH:7]=[N:6]1.[OH-].[Li+]. The catalyst is C1COCC1.O.CO. The product is [F:1][C:2]1[CH:43]=[CH:42][C:41]([F:44])=[CH:40][C:3]=1[CH2:4][N:5]1[CH:9]=[C:8]([C:10]2[C:18]3[C:13](=[N:14][CH:15]=[C:16]([C:19]4[CH:20]=[C:21]([NH:25][S:26]([CH3:29])(=[O:27])=[O:28])[CH:22]=[CH:23][CH:24]=4)[CH:17]=3)[NH:12][CH:11]=2)[CH:7]=[N:6]1. The yield is 0.899. (5) The reactants are [CH3:1][C:2]1[C:10]([C:11]2[CH:12]=[CH:13][C:14]([NH2:17])=[N:15][CH:16]=2)=[CH:9][C:8]2[CH2:7][CH2:6][O:5][C:4]=2[CH:3]=1.[F:18][C:19]1[CH:27]=[CH:26][CH:25]=[C:24]([F:28])[C:20]=1[C:21](Cl)=[O:22].CCN(C(C)C)C(C)C.C([O-])(O)=O.[Na+].C(Cl)Cl. The catalyst is C(Cl)Cl. The product is [F:18][C:19]1[CH:27]=[CH:26][CH:25]=[C:24]([F:28])[C:20]=1[C:21]([NH:17][C:14]1[CH:13]=[CH:12][C:11]([C:10]2[C:2]([CH3:1])=[CH:3][C:4]3[O:5][CH2:6][CH2:7][C:8]=3[CH:9]=2)=[CH:16][N:15]=1)=[O:22]. The yield is 0.639. (6) The yield is 0.430. The reactants are C[O:2][C:3]1[CH:8]=[CH:7][C:6]([N:9]2[CH:13]=[C:12]([C:14]#[N:15])[CH:11]=[N:10]2)=[CH:5][CH:4]=1.B(Br)(Br)Br. The product is [OH:2][C:3]1[CH:4]=[CH:5][C:6]([N:9]2[CH:13]=[C:12]([C:14]#[N:15])[CH:11]=[N:10]2)=[CH:7][CH:8]=1. The catalyst is ClCCl. (7) The reactants are C(=O)(O)[O-].[Na+].O.[OH:7][CH:8]1[CH2:13][CH2:12][NH:11][CH2:10][CH2:9]1.[N:14]#[C:15]Br. The catalyst is C(Cl)Cl. The product is [C:15]([N:11]1[CH2:12][CH2:13][CH:8]([OH:7])[CH2:9][CH2:10]1)#[N:14]. The yield is 0.910. (8) The reactants are [CH2:1]([C:3]1[C:11]2[C:6](=[CH:7][C:8]([C:12]3[N:16]([C:17]4[CH:22]=[CH:21][C:20]([S:23]([CH3:26])(=[O:25])=[O:24])=[CH:19][CH:18]=4)[N:15]=[CH:14][CH:13]=3)=[CH:9][CH:10]=2)[NH:5][N:4]=1)[CH3:2].Br[C:28]1[N:33]=[CH:32][CH:31]=[CH:30][N:29]=1.CC1(C)C2C=CC=C(P(C3C=CC=CC=3)C3C=CC=CC=3)C=2OC2C1=CC=CC=2P(C1C=CC=CC=1)C1C=CC=CC=1.CC(C)([O-])C.[Na+]. The catalyst is C1C=CC(/C=C/C(/C=C/C2C=CC=CC=2)=O)=CC=1.C1C=CC(/C=C/C(/C=C/C2C=CC=CC=2)=O)=CC=1.C1C=CC(/C=C/C(/C=C/C2C=CC=CC=2)=O)=CC=1.[Pd].[Pd].C1(C)C=CC=CC=1. The product is [CH2:1]([C:3]1[C:11]2[C:6](=[CH:7][C:8]([C:12]3[N:16]([C:17]4[CH:22]=[CH:21][C:20]([S:23]([CH3:26])(=[O:25])=[O:24])=[CH:19][CH:18]=4)[N:15]=[CH:14][CH:13]=3)=[CH:9][CH:10]=2)[N:5]([C:28]2[N:33]=[CH:32][CH:31]=[CH:30][N:29]=2)[N:4]=1)[CH3:2]. The yield is 0.700.